Dataset: Forward reaction prediction with 1.9M reactions from USPTO patents (1976-2016). Task: Predict the product of the given reaction. Given the reactants [F:1][C:2]([F:38])([F:37])[C:3]1[CH:4]=[C:5]([C:13]2[C:22]([CH3:23])=[C:21]([N:24]3[C:32]4[C:27](=[CH:28][CH:29]=[C:30](I)[CH:31]=4)[C:26]([CH3:35])([CH3:34])[CH2:25]3)[C:20]3[C:15](=[CH:16][C:17]([F:36])=[CH:18][CH:19]=3)[N:14]=2)[CH:6]=[C:7]([C:9]([F:12])([F:11])[F:10])[CH:8]=1.[NH:39]1[CH2:44][CH2:43][O:42][CH2:41][CH2:40]1.C1(P(C2CCCCC2)C2(C(C)C)CC(C(C)C)=CC(C(C)C)=C2C2C=CC=CC=2)CCCCC1.CC(C)([O-])C.[Na+], predict the reaction product. The product is: [F:1][C:2]([F:38])([F:37])[C:3]1[CH:4]=[C:5]([C:13]2[C:22]([CH3:23])=[C:21]([N:24]3[C:32]4[C:27](=[CH:28][CH:29]=[C:30]([N:39]5[CH2:44][CH2:43][O:42][CH2:41][CH2:40]5)[CH:31]=4)[C:26]([CH3:35])([CH3:34])[CH2:25]3)[C:20]3[C:15](=[CH:16][C:17]([F:36])=[CH:18][CH:19]=3)[N:14]=2)[CH:6]=[C:7]([C:9]([F:12])([F:11])[F:10])[CH:8]=1.